Dataset: Full USPTO retrosynthesis dataset with 1.9M reactions from patents (1976-2016). Task: Predict the reactants needed to synthesize the given product. (1) The reactants are: C[O:2][C:3](=[O:23])[CH:4]([NH:15]C(OC(C)(C)C)=O)[CH2:5][C:6]1[CH:11]=[C:10]([Br:12])[C:9]([OH:13])=[C:8]([Br:14])[CH:7]=1.Br[CH2:25][C:26]1[CH:31]=[CH:30][CH:29]=[CH:28][C:27]=1[F:32]. Given the product [NH2:15][CH:4]([CH2:5][C:6]1[CH:7]=[C:8]([Br:14])[C:9]([O:13][CH2:25][C:26]2[CH:31]=[CH:30][CH:29]=[CH:28][C:27]=2[F:32])=[C:10]([Br:12])[CH:11]=1)[C:3]([OH:2])=[O:23], predict the reactants needed to synthesize it. (2) Given the product [NH2:30][C:17]1[C:18]([NH:19][CH:20]2[CH2:21][CH2:22][N:23]([CH2:26][CH2:27][C:28]#[N:29])[CH2:24][CH2:25]2)=[C:13]2[CH:12]=[CH:11][N:10]([S:7]([C:1]3[CH:2]=[CH:3][CH:4]=[CH:5][CH:6]=3)(=[O:9])=[O:8])[C:14]2=[N:15][CH:16]=1, predict the reactants needed to synthesize it. The reactants are: [C:1]1([S:7]([N:10]2[C:14]3=[N:15][CH:16]=[C:17]([N+:30]([O-])=O)[C:18]([NH:19][CH:20]4[CH2:25][CH2:24][N:23]([CH2:26][CH2:27][C:28]#[N:29])[CH2:22][CH2:21]4)=[C:13]3[CH:12]=[CH:11]2)(=[O:9])=[O:8])[CH:6]=[CH:5][CH:4]=[CH:3][CH:2]=1. (3) Given the product [Cl:32][C:8]1[CH:7]=[CH:6][C:5]([OH:10])=[C:4]([O:3][CH:2]([F:11])[F:1])[CH:9]=1, predict the reactants needed to synthesize it. The reactants are: [F:1][CH:2]([F:11])[O:3][C:4]1[CH:9]=[CH:8][CH:7]=[CH:6][C:5]=1[OH:10].[Cl-].[Cl-].[Cl-].[Al+3].S(C1C=CC=CC=1)C1C=CC=CC=1.S(Cl)([Cl:32])(=O)=O. (4) The reactants are: [CH2:1]([NH:4][S:5]([CH2:8][C:9]1[CH:14]=[CH:13][C:12]([N+:15]([O-])=O)=[CH:11][CH:10]=1)(=[O:7])=[O:6])[C:2]#[CH:3].[NH4+].[Cl-]. Given the product [CH2:1]([NH:4][S:5]([CH2:8][C:9]1[CH:10]=[CH:11][C:12]([NH2:15])=[CH:13][CH:14]=1)(=[O:6])=[O:7])[C:2]#[CH:3], predict the reactants needed to synthesize it. (5) Given the product [NH2:16][C:13]1[N:12]=[CH:11][C:10]([C:9]#[C:8][C:4]2[CH:3]=[C:2]([NH:1][C:24](=[O:25])[C:23]3[CH:27]=[CH:28][CH:29]=[C:21]([CH:19]([C:17]#[N:18])[CH3:20])[CH:22]=3)[CH:7]=[N:6][CH:5]=2)=[CH:15][N:14]=1, predict the reactants needed to synthesize it. The reactants are: [NH2:1][C:2]1[CH:3]=[C:4]([C:8]#[C:9][C:10]2[CH:11]=[N:12][C:13]([NH2:16])=[N:14][CH:15]=2)[CH:5]=[N:6][CH:7]=1.[C:17]([CH:19]([C:21]1[CH:22]=[C:23]([CH:27]=[CH:28][CH:29]=1)[C:24](O)=[O:25])[CH3:20])#[N:18]. (6) Given the product [O:21]=[C:15]1[CH:14]([N:8]2[CH2:7][C:6]3[C:10](=[CH:11][CH:12]=[C:4]([CH2:3][NH:2][C:24](=[O:25])[C:23]([F:40])([F:22])[C:27]4[CH:32]=[CH:31][CH:30]=[C:29]([CH2:33][CH2:34][CH2:35][S:36]([CH3:39])(=[O:38])=[O:37])[CH:28]=4)[CH:5]=3)[C:9]2=[O:13])[CH2:19][CH2:18][C:17](=[O:20])[NH:16]1, predict the reactants needed to synthesize it. The reactants are: Cl.[NH2:2][CH2:3][C:4]1[CH:5]=[C:6]2[C:10](=[CH:11][CH:12]=1)[C:9](=[O:13])[N:8]([CH:14]1[CH2:19][CH2:18][C:17](=[O:20])[NH:16][C:15]1=[O:21])[CH2:7]2.[F:22][C:23]([F:40])([C:27]1[CH:32]=[CH:31][CH:30]=[C:29]([CH2:33][CH2:34][CH2:35][S:36]([CH3:39])(=[O:38])=[O:37])[CH:28]=1)[C:24](O)=[O:25].C(N(CC)C(C)C)(C)C.F[P-](F)(F)(F)(F)F.CN(C(N(C)C)=[N+]1C2C(=NC=CC=2)[N+]([O-])=N1)C.